From a dataset of Blood-brain barrier penetration binary classification data from Martins et al.. Regression/Classification. Given a drug SMILES string, predict its absorption, distribution, metabolism, or excretion properties. Task type varies by dataset: regression for continuous measurements (e.g., permeability, clearance, half-life) or binary classification for categorical outcomes (e.g., BBB penetration, CYP inhibition). Dataset: bbb_martins. (1) The compound is C[C@H]1CN(c2c(F)c(N)c3c(=O)c(C(=O)O)cn(C4CC4)c3c2F)C[C@@H](C)N1. The result is 0 (does not penetrate BBB). (2) The compound is CN(C)CCOC(=O)COc1ccc(Cl)cc1. The result is 1 (penetrates BBB).